From a dataset of Catalyst prediction with 721,799 reactions and 888 catalyst types from USPTO. Predict which catalyst facilitates the given reaction. (1) Reactant: C[O:2][C:3](=[O:10])[CH2:4][NH:5][C:6]([CH3:9])([CH3:8])[CH3:7].[OH-].[Li+].Cl. Product: [C:6]([NH:5][CH2:4][C:3]([OH:10])=[O:2])([CH3:9])([CH3:8])[CH3:7]. The catalyst class is: 38. (2) Reactant: [Cl:1][C:2]1[C:9]([F:10])=[CH:8][C:5]([C:6]#[N:7])=[C:4](F)[CH:3]=1.[OH:12][C:13]1[C:14]([O:21][CH3:22])=[C:15]([CH:18]=[CH:19][CH:20]=1)[CH:16]=[O:17].C(=O)([O-])[O-].[Cs+].[Cs+].[OH-].[Na+]. Product: [Cl:1][C:2]1[C:9]([F:10])=[CH:8][C:5]([C:6]#[N:7])=[C:4]([O:12][C:13]2[CH:20]=[CH:19][CH:18]=[C:15]([CH:16]=[O:17])[C:14]=2[O:21][CH3:22])[CH:3]=1. The catalyst class is: 3. (3) Reactant: [F:1][C:2]1[CH:25]=[C:24]([F:26])[CH:23]=[CH:22][C:3]=1[CH2:4][N:5]1[C:13]2[CH2:12][CH2:11][NH:10][CH2:9][C:8]=2[C:7]([C:14]2[CH:15]=[C:16]([CH:19]=[CH:20][CH:21]=2)[C:17]#[N:18])=[N:6]1.C([O-])([O-])=O.[K+].[K+].[C:33](Cl)(=[O:37])[CH:34]([CH3:36])[CH3:35].O. Product: [F:1][C:2]1[CH:25]=[C:24]([F:26])[CH:23]=[CH:22][C:3]=1[CH2:4][N:5]1[C:13]2[CH2:12][CH2:11][N:10]([C:33](=[O:37])[CH:34]([CH3:36])[CH3:35])[CH2:9][C:8]=2[C:7]([C:14]2[CH:15]=[C:16]([CH:19]=[CH:20][CH:21]=2)[C:17]#[N:18])=[N:6]1. The catalyst class is: 23. (4) Product: [CH2:9]([O:11][C:12]([C:14]1[CH:18]=[C:17]([CH2:19][CH3:20])[S:16][C:15]=1[Cl:1])=[O:13])[CH3:10]. Reactant: [Cl:1]N1C(=O)CCC1=O.[CH2:9]([O:11][C:12]([C:14]1[CH:18]=[C:17]([CH2:19][CH3:20])[S:16][CH:15]=1)=[O:13])[CH3:10]. The catalyst class is: 15. (5) Reactant: C(O[CH:5]1[O:18][C@H:17]([CH2:19][O:20][C:21](=[O:23])[CH3:22])[C@H:12]([O:13][C:14](=[O:16])[CH3:15])[C@H:11]([NH:24][C:25](=[O:36])[C:26]2[CH:31]=[C:30]([O:32][CH3:33])[CH:29]=[C:28]([O:34][CH3:35])[CH:27]=2)[C@H:6]1[O:7][C:8](=[O:10])[CH3:9])(=O)C.C(OC(=O)C)(=O)C.[BrH:44]. Product: [C:8]([O:7][C@@H:6]1[C@@H:11]([NH:24][C:25](=[O:36])[C:26]2[CH:27]=[C:28]([O:34][CH3:35])[CH:29]=[C:30]([O:32][CH3:33])[CH:31]=2)[C@@H:12]([O:13][C:14](=[O:16])[CH3:15])[C@@H:17]([CH2:19][O:20][C:21](=[O:23])[CH3:22])[O:18][C@@H:5]1[Br:44])(=[O:10])[CH3:9]. The catalyst class is: 4. (6) Reactant: [O:1]=[C:2]([NH:22][C:23]1[CH:28]=[CH:27][C:26]([O:29][C:30]2[CH:35]=[CH:34][CH:33]=[CH:32][CH:31]=2)=[CH:25][CH:24]=1)[CH2:3][N:4]1[CH2:9][CH2:8][N:7]([C:10]([C:12]2[CH:21]=[CH:20][C:15]([C:16]([O:18]C)=[O:17])=[CH:14][CH:13]=2)=[O:11])[CH2:6][CH2:5]1.[OH-].[Li+]. Product: [O:1]=[C:2]([NH:22][C:23]1[CH:28]=[CH:27][C:26]([O:29][C:30]2[CH:35]=[CH:34][CH:33]=[CH:32][CH:31]=2)=[CH:25][CH:24]=1)[CH2:3][N:4]1[CH2:9][CH2:8][N:7]([C:10]([C:12]2[CH:13]=[CH:14][C:15]([C:16]([OH:18])=[O:17])=[CH:20][CH:21]=2)=[O:11])[CH2:6][CH2:5]1. The catalyst class is: 1. (7) Reactant: C([O:3][C:4]([C:6]1([NH:15][C:16](=[O:25])[C:17]2[CH:22]=[CH:21][CH:20]=[C:19]([CH3:23])[C:18]=2[CH3:24])[CH2:14][C:13]2[C:8](=[CH:9][CH:10]=[CH:11][CH:12]=2)[CH2:7]1)=[O:5])C.[OH-].[K+].CCO. Product: [CH3:24][C:18]1[C:19]([CH3:23])=[CH:20][CH:21]=[CH:22][C:17]=1[C:16]([NH:15][C:6]1([C:4]([OH:5])=[O:3])[CH2:14][C:13]2[C:8](=[CH:9][CH:10]=[CH:11][CH:12]=2)[CH2:7]1)=[O:25]. The catalyst class is: 6. (8) Reactant: Br[C:2]1[CH:11]=[CH:10][C:5]2[N:6]=[C:7](C)[O:8][C:4]=2[CH:3]=1.C[N:13]([CH:15]=O)C.[N-:17]=[N+:18]=[N-].[Na+]. Product: [N:13]([CH2:15][C:2]1[CH:11]=[CH:10][C:5]2[N:6]=[CH:7][O:8][C:4]=2[CH:3]=1)=[N+:17]=[N-:18]. The catalyst class is: 6. (9) Reactant: Cl[C:2]1[C:7]([CH:8]=[O:9])=[C:6]([N:10]2[CH2:22][CH2:21][C:20]3[N:19]4[C:14]([CH2:15][CH2:16][CH2:17][CH2:18]4)=[CH:13][C:12]=3[C:11]2=[O:23])[N:5]=[CH:4][CH:3]=1.[CH3:24][N:25]1[CH:30]=[C:29](B2OC(C)(C)C(C)(C)O2)[CH:28]=[C:27]([NH:40][C:41]2[CH:46]=[CH:45][C:44]([N:47]3[CH2:52][CH2:51][N:50]([CH:53]4[CH2:56][O:55][CH2:54]4)[CH2:49][CH2:48]3)=[CH:43][N:42]=2)[C:26]1=[O:57].CC([O-])=O.[Na+].C(#N)C. Product: [CH3:24][N:25]1[C:26](=[O:57])[C:27]([NH:40][C:41]2[CH:46]=[CH:45][C:44]([N:47]3[CH2:52][CH2:51][N:50]([CH:53]4[CH2:56][O:55][CH2:54]4)[CH2:49][CH2:48]3)=[CH:43][N:42]=2)=[CH:28][C:29]([C:2]2[C:7]([CH:8]=[O:9])=[C:6]([N:10]3[CH2:22][CH2:21][C:20]4[N:19]5[C:14]([CH2:15][CH2:16][CH2:17][CH2:18]5)=[CH:13][C:12]=4[C:11]3=[O:23])[N:5]=[CH:4][CH:3]=2)=[CH:30]1. The catalyst class is: 263. (10) Reactant: [N:1]1([C:7]2[N:15]=[C:14]([C:16]3[CH:17]=[N:18][C:19]([NH:22]C(=O)OC(C)(C)C)=[N:20][CH:21]=3)[N:13]=[C:12]3[C:8]=2[N:9]=[C:10]([N:35]2[CH2:40][CH2:39][NH:38][CH2:37][CH2:36]2)[N:11]3[CH2:30][C:31]([F:34])([F:33])[F:32])[CH2:6][CH2:5][O:4][CH2:3][CH2:2]1.[F:41][C:42]([F:47])([F:46])[C:43]([OH:45])=[O:44]. Product: [F:41][C:42]([F:47])([F:46])[C:43]([OH:45])=[O:44].[N:1]1([C:7]2[N:15]=[C:14]([C:16]3[CH:17]=[N:18][C:19]([NH2:22])=[N:20][CH:21]=3)[N:13]=[C:12]3[C:8]=2[N:9]=[C:10]([N:35]2[CH2:36][CH2:37][NH:38][CH2:39][CH2:40]2)[N:11]3[CH2:30][C:31]([F:32])([F:34])[F:33])[CH2:6][CH2:5][O:4][CH2:3][CH2:2]1. The catalyst class is: 2.